From a dataset of Reaction yield outcomes from USPTO patents with 853,638 reactions. Predict the reaction yield, written as a fraction of the theoretical maximum amount of product (1.0 means a 100% yield; for example, 0.34 means a 34% yield). (1) The reactants are [Cl:1][C:2]1[CH:15]=[CH:14][C:5]([O:6][C:7]2[C:8]([CH3:13])=[N:9][NH:10][C:11]=2[CH3:12])=[CH:4][CH:3]=1.Cl.Cl[CH2:18][CH2:19][NH2:20].[OH-].[Na+].CC#N. The catalyst is [N+](CCCC)(CCCC)(CCCC)CCCC.[O-]S(O)(=O)=O.O.CCOC(C)=O. The product is [Cl:1][C:2]1[CH:15]=[CH:14][C:5]([O:6][C:7]2[C:11]([CH3:12])=[N:10][N:9]([CH2:18][CH2:19][NH2:20])[C:8]=2[CH3:13])=[CH:4][CH:3]=1. The yield is 0.530. (2) The yield is 0.320. The reactants are [O:1]=[C:2]1[CH2:7][NH:6][CH2:5][CH2:4][N:3]1[C:8]1[CH:13]=[CH:12][C:11]([S:14]([NH:17][C:18]2[S:22][N:21]=[CH:20][N:19]=2)(=[O:16])=[O:15])=[CH:10][CH:9]=1.[F:23][C:24]([F:39])([F:38])[C:25]1[CH:33]=[C:32]2[C:28]([CH2:29][CH2:30][N:31]2[CH2:34][C:35](O)=[O:36])=[CH:27][CH:26]=1.CN(C(ON1N=NC2C=CC=NC1=2)=[N+](C)C)C.F[P-](F)(F)(F)(F)F.C(=O)(O)[O-].[Na+]. The product is [O:1]=[C:2]1[CH2:7][N:6]([C:35](=[O:36])[CH2:34][N:31]2[C:32]3[C:28](=[CH:27][CH:26]=[C:25]([C:24]([F:38])([F:23])[F:39])[CH:33]=3)[CH2:29][CH2:30]2)[CH2:5][CH2:4][N:3]1[C:8]1[CH:9]=[CH:10][C:11]([S:14]([NH:17][C:18]2[S:22][N:21]=[CH:20][N:19]=2)(=[O:16])=[O:15])=[CH:12][CH:13]=1. The catalyst is CN(C=O)C. (3) The reactants are [O:1]1[CH2:6][CH2:5][N:4]([C:7]2[CH:8]=[CH:9][C:10]([N+:15]([O-:17])=[O:16])=[C:11]([CH:14]=2)[CH:12]=[O:13])[CH2:3][CH2:2]1.[BH4-].[Na+]. The catalyst is O1CCCC1.C(O)C. The product is [O:1]1[CH2:6][CH2:5][N:4]([C:7]2[CH:8]=[CH:9][C:10]([N+:15]([O-:17])=[O:16])=[C:11]([CH2:12][OH:13])[CH:14]=2)[CH2:3][CH2:2]1. The yield is 0.623.